From a dataset of Reaction yield outcomes from USPTO patents with 853,638 reactions. Predict the reaction yield, written as a fraction of the theoretical maximum amount of product (1.0 means a 100% yield; for example, 0.34 means a 34% yield). (1) The reactants are [Cl:1][C:2]1[CH:7]=[CH:6][C:5]([N:8]=[C:9]=[O:10])=[CH:4][CH:3]=1.Cl.[NH2:12][CH2:13][C:14]1[CH:22]=[CH:21][CH:20]=[C:19]2[C:15]=1[CH2:16][N:17]([CH:24]1[CH2:29][CH2:28][C:27](=[O:30])[NH:26][C:25]1=[O:31])[C:18]2=[O:23].C(N(CC)CC)C. The catalyst is C1COCC1. The product is [Cl:1][C:2]1[CH:7]=[CH:6][C:5]([NH:8][C:9]([NH:12][CH2:13][C:14]2[CH:22]=[CH:21][CH:20]=[C:19]3[C:15]=2[CH2:16][N:17]([CH:24]2[CH2:29][CH2:28][C:27](=[O:30])[NH:26][C:25]2=[O:31])[C:18]3=[O:23])=[O:10])=[CH:4][CH:3]=1. The yield is 0.730. (2) The catalyst is CCO.C(OCC)(=O)C.CCCCCC.C1C=CC([P]([Pd]([P](C2C=CC=CC=2)(C2C=CC=CC=2)C2C=CC=CC=2)([P](C2C=CC=CC=2)(C2C=CC=CC=2)C2C=CC=CC=2)[P](C2C=CC=CC=2)(C2C=CC=CC=2)C2C=CC=CC=2)(C2C=CC=CC=2)C2C=CC=CC=2)=CC=1. The reactants are FC(F)(F)S(O[C:7]1[C:12]([F:13])=[CH:11][C:10]([F:14])=[C:9]([O:15][C:16]2[CH:17]=[C:18]([C:24]3[CH:29]=[CH:28][CH:27]=[C:26]([CH2:30][NH:31][C:32]([O:34][C:35]([CH3:38])([CH3:37])[CH3:36])=[O:33])[CH:25]=3)[CH:19]=[C:20]([C:22]#[N:23])[CH:21]=2)[N:8]=1)(=O)=O.[CH:41]([C:43]1[CH:48]=[CH:47][CH:46]=[CH:45][C:44]=1B(O)O)=[O:42].C1(C)C=CC=CC=1.C([O-])([O-])=O.[Na+].[Na+]. The product is [C:22]([C:20]1[CH:19]=[C:18]([C:24]2[CH:29]=[CH:28][CH:27]=[C:26]([CH2:30][NH:31][C:32](=[O:33])[O:34][C:35]([CH3:37])([CH3:36])[CH3:38])[CH:25]=2)[CH:17]=[C:16]([O:15][C:9]2[C:10]([F:14])=[CH:11][C:12]([F:13])=[C:7]([C:44]3[CH:45]=[CH:46][CH:47]=[CH:48][C:43]=3[CH:41]=[O:42])[N:8]=2)[CH:21]=1)#[N:23]. The yield is 0.960. (3) The reactants are [C:1]([Si:5]([C:43]1[CH:48]=[CH:47][CH:46]=[CH:45][CH:44]=1)([C:37]1[CH:42]=[CH:41][CH:40]=[CH:39][CH:38]=1)[O:6][CH:7]1[CH2:12][CH2:11][CH:10]([CH:13]2[CH2:17][CH2:16][N:15]([CH2:18][C:19]3[C:24]([Cl:25])=[CH:23][C:22]([C:26]4[CH:31]=[CH:30][C:29]([C:32]([OH:34])=O)=[CH:28][CH:27]=4)=[CH:21][C:20]=3[Cl:35])[C:14]2=[O:36])[CH2:9][CH2:8]1)([CH3:4])([CH3:3])[CH3:2].C(N1C=CN=C1)(N1C=CN=C1)=O.Cl.[F:62][C:63]([F:71])([F:70])[CH:64]1[CH2:69][CH2:68][NH:67][CH2:66][CH2:65]1.C(N(C(C)C)CC)(C)C. The catalyst is C(Cl)Cl.C(OCC)(=O)C. The product is [C:1]([Si:5]([C:43]1[CH:44]=[CH:45][CH:46]=[CH:47][CH:48]=1)([C:37]1[CH:42]=[CH:41][CH:40]=[CH:39][CH:38]=1)[O:6][CH:7]1[CH2:8][CH2:9][CH:10]([CH:13]2[CH2:17][CH2:16][N:15]([CH2:18][C:19]3[C:20]([Cl:35])=[CH:21][C:22]([C:26]4[CH:31]=[CH:30][C:29]([C:32]([N:67]5[CH2:68][CH2:69][CH:64]([C:63]([F:71])([F:70])[F:62])[CH2:65][CH2:66]5)=[O:34])=[CH:28][CH:27]=4)=[CH:23][C:24]=3[Cl:25])[C:14]2=[O:36])[CH2:11][CH2:12]1)([CH3:3])([CH3:2])[CH3:4]. The yield is 0.500. (4) The reactants are [F:1][C:2]1[CH:21]=[CH:20][C:5]([C:6]([NH:8][C@H:9]2[C:17]3[C:12](=[CH:13][CH:14]=[C:15](I)[CH:16]=3)[CH2:11][C@@H:10]2[OH:19])=[O:7])=[CH:4][CH:3]=1.[C:22]([N:29]1[CH2:34][CH2:33][NH:32][C:31](=[O:35])[CH2:30]1)([O:24][C:25]([CH3:28])([CH3:27])[CH3:26])=[O:23].C(=O)([O-])[O-].[K+].[K+].CNCCNC. The catalyst is CN1CCCC1=O.C(OCC)(=O)C.[Cu]I. The product is [F:1][C:2]1[CH:21]=[CH:20][C:5]([C:6]([NH:8][C@H:9]2[C:17]3[C:12](=[CH:13][CH:14]=[C:15]([N:32]4[CH2:33][CH2:34][N:29]([C:22]([O:24][C:25]([CH3:27])([CH3:26])[CH3:28])=[O:23])[CH2:30][C:31]4=[O:35])[CH:16]=3)[CH2:11][C@@H:10]2[OH:19])=[O:7])=[CH:4][CH:3]=1. The yield is 0.740. (5) The reactants are Br[C:2]1[S:3][C:4]([C:12]([F:15])([F:14])[F:13])=[C:5]([C:7]([NH:9][CH2:10][CH3:11])=[O:8])[N:6]=1.[NH3:16]. The catalyst is O1CCOCC1. The product is [NH2:16][C:2]1[S:3][C:4]([C:12]([F:15])([F:14])[F:13])=[C:5]([C:7]([NH:9][CH2:10][CH3:11])=[O:8])[N:6]=1. The yield is 0.630.